Dataset: NCI-60 drug combinations with 297,098 pairs across 59 cell lines. Task: Regression. Given two drug SMILES strings and cell line genomic features, predict the synergy score measuring deviation from expected non-interaction effect. (1) Drug 1: CCC1=CC2CC(C3=C(CN(C2)C1)C4=CC=CC=C4N3)(C5=C(C=C6C(=C5)C78CCN9C7C(C=CC9)(C(C(C8N6C)(C(=O)OC)O)OC(=O)C)CC)OC)C(=O)OC.C(C(C(=O)O)O)(C(=O)O)O. Drug 2: CCC1=C2CN3C(=CC4=C(C3=O)COC(=O)C4(CC)O)C2=NC5=C1C=C(C=C5)O. Cell line: NCI-H322M. Synergy scores: CSS=21.8, Synergy_ZIP=-4.04, Synergy_Bliss=-4.97, Synergy_Loewe=-4.44, Synergy_HSA=-4.15. (2) Drug 1: CCC1(CC2CC(C3=C(CCN(C2)C1)C4=CC=CC=C4N3)(C5=C(C=C6C(=C5)C78CCN9C7C(C=CC9)(C(C(C8N6C)(C(=O)OC)O)OC(=O)C)CC)OC)C(=O)OC)O.OS(=O)(=O)O. Drug 2: CC12CCC3C(C1CCC2O)C(CC4=C3C=CC(=C4)O)CCCCCCCCCS(=O)CCCC(C(F)(F)F)(F)F. Cell line: OVCAR-5. Synergy scores: CSS=1.31, Synergy_ZIP=-0.0767, Synergy_Bliss=-2.36, Synergy_Loewe=-2.85, Synergy_HSA=-3.81. (3) Drug 1: C1CCC(C1)C(CC#N)N2C=C(C=N2)C3=C4C=CNC4=NC=N3. Drug 2: CC12CCC(CC1=CCC3C2CCC4(C3CC=C4C5=CN=CC=C5)C)O. Cell line: SK-MEL-2. Synergy scores: CSS=0.920, Synergy_ZIP=3.49, Synergy_Bliss=10.9, Synergy_Loewe=2.22, Synergy_HSA=4.78. (4) Drug 1: CCC1=C2CN3C(=CC4=C(C3=O)COC(=O)C4(CC)O)C2=NC5=C1C=C(C=C5)O. Drug 2: CN(CC1=CN=C2C(=N1)C(=NC(=N2)N)N)C3=CC=C(C=C3)C(=O)NC(CCC(=O)O)C(=O)O. Cell line: RPMI-8226. Synergy scores: CSS=44.2, Synergy_ZIP=0.633, Synergy_Bliss=-1.76, Synergy_Loewe=-3.45, Synergy_HSA=-3.56. (5) Drug 1: C(CC(=O)O)C(=O)CN.Cl. Drug 2: C(CCl)NC(=O)N(CCCl)N=O. Cell line: OVCAR-4. Synergy scores: CSS=3.72, Synergy_ZIP=-0.907, Synergy_Bliss=1.49, Synergy_Loewe=-2.91, Synergy_HSA=-0.731. (6) Drug 1: C(=O)(N)NO. Drug 2: CC1=C(N=C(N=C1N)C(CC(=O)N)NCC(C(=O)N)N)C(=O)NC(C(C2=CN=CN2)OC3C(C(C(C(O3)CO)O)O)OC4C(C(C(C(O4)CO)O)OC(=O)N)O)C(=O)NC(C)C(C(C)C(=O)NC(C(C)O)C(=O)NCCC5=NC(=CS5)C6=NC(=CS6)C(=O)NCCC[S+](C)C)O. Cell line: MDA-MB-231. Synergy scores: CSS=20.1, Synergy_ZIP=-2.47, Synergy_Bliss=1.19, Synergy_Loewe=-24.8, Synergy_HSA=0.963. (7) Drug 1: CS(=O)(=O)OCCCCOS(=O)(=O)C. Drug 2: C1=NNC2=C1C(=O)NC=N2. Cell line: DU-145. Synergy scores: CSS=6.85, Synergy_ZIP=-3.45, Synergy_Bliss=0.711, Synergy_Loewe=2.62, Synergy_HSA=2.77. (8) Drug 1: CCN(CC)CCNC(=O)C1=C(NC(=C1C)C=C2C3=C(C=CC(=C3)F)NC2=O)C. Synergy scores: CSS=4.42, Synergy_ZIP=-4.76, Synergy_Bliss=-5.18, Synergy_Loewe=-3.98, Synergy_HSA=-3.78. Drug 2: C(CC(=O)O)C(=O)CN.Cl. Cell line: MDA-MB-435. (9) Drug 2: CCN(CC)CCCC(C)NC1=C2C=C(C=CC2=NC3=C1C=CC(=C3)Cl)OC. Synergy scores: CSS=15.9, Synergy_ZIP=-3.86, Synergy_Bliss=4.93, Synergy_Loewe=-6.26, Synergy_HSA=1.35. Drug 1: C1=CC(=CC=C1C#N)C(C2=CC=C(C=C2)C#N)N3C=NC=N3. Cell line: U251.